This data is from Catalyst prediction with 721,799 reactions and 888 catalyst types from USPTO. The task is: Predict which catalyst facilitates the given reaction. Reactant: [Br:1][C:2]1[S:6][C:5]([CH2:7][NH:8][CH:9]=O)=[N:4][CH:3]=1.P(Cl)(Cl)(Cl)=O.Cl. Product: [Br:1][C:2]1[S:6][C:5]2=[CH:7][N:8]=[CH:9][N:4]2[CH:3]=1. The catalyst class is: 11.